Dataset: Reaction yield outcomes from USPTO patents with 853,638 reactions. Task: Predict the reaction yield, written as a fraction of the theoretical maximum amount of product (1.0 means a 100% yield; for example, 0.34 means a 34% yield). (1) The reactants are F[C:2]1[N:9]=[CH:8][CH:7]=[CH:6][C:3]=1[C:4]#[N:5].[CH3:10][N:11]1[CH2:16][CH2:15][CH:14]([OH:17])[CH2:13][CH2:12]1.[H-].[Na+].O. The catalyst is CN(C)C=O. The product is [CH3:10][N:11]1[CH2:16][CH2:15][CH:14]([O:17][C:2]2[N:9]=[CH:8][CH:7]=[CH:6][C:3]=2[C:4]#[N:5])[CH2:13][CH2:12]1. The yield is 0.290. (2) The reactants are C(N(CC)CC)C.Cl.[NH2:9][CH2:10][C:11]1[CH:19]=[CH:18][CH:17]=[C:16]2[C:12]=1[CH2:13][N:14]([CH:21]1[CH2:26][CH2:25][C:24](=[O:27])[NH:23][C:22]1=[O:28])[C:15]2=[O:20].[CH3:29][N:30]([CH3:34])[C:31](Cl)=[O:32].N12CCCN=C1CCCCC2. The catalyst is C1COCC1. The product is [O:28]=[C:22]1[CH:21]([N:14]2[CH2:13][C:12]3[C:16](=[CH:17][CH:18]=[CH:19][C:11]=3[CH2:10][NH:9][C:31](=[O:32])[N:30]([CH3:34])[CH3:29])[C:15]2=[O:20])[CH2:26][CH2:25][C:24](=[O:27])[NH:23]1. The yield is 0.460. (3) The reactants are B(Br)(Br)Br.[F:5][C:6]1[CH:11]=[C:10]([O:12]C)[C:9]([O:14]C)=[CH:8][C:7]=1[S:16]([N:19]1[CH2:24][CH2:23][CH2:22][CH2:21][CH2:20]1)(=[O:18])=[O:17].P([O-])(O)(O)=O.[K+]. The catalyst is ClCCl. The product is [F:5][C:6]1[CH:11]=[C:10]([OH:12])[C:9]([OH:14])=[CH:8][C:7]=1[S:16]([N:19]1[CH2:24][CH2:23][CH2:22][CH2:21][CH2:20]1)(=[O:17])=[O:18]. The yield is 0.780. (4) The reactants are [NH2:1][C:2]1[CH:7]=[CH:6][C:5]([N+:8]([O-:10])=[O:9])=[CH:4][N:3]=1.OS(O)(=O)=O.[C:16](OC(=O)C)(=[O:18])[CH3:17]. No catalyst specified. The product is [N+:8]([C:5]1[CH:6]=[CH:7][C:2]([NH:1][C:16](=[O:18])[CH3:17])=[N:3][CH:4]=1)([O-:10])=[O:9]. The yield is 0.980. (5) The reactants are [OH:1][C:2]1[CH:11]=[C:10]([S:12][CH3:13])[CH:9]=[CH:8][C:3]=1[C:4]([O:6][CH3:7])=[O:5].[C:14]([N:21]1[CH2:26][CH2:25][CH:24](O)[CH2:23][CH2:22]1)([O:16][C:17]([CH3:20])([CH3:19])[CH3:18])=[O:15].C1(P(C2C=CC=CC=2)C2C=CC=CC=2)C=CC=CC=1.N(C(OCC)=O)=NC(OCC)=O. The catalyst is C1COCC1. The product is [C:17]([O:16][C:14]([N:21]1[CH2:26][CH2:25][CH:24]([O:1][C:2]2[CH:11]=[C:10]([S:12][CH3:13])[CH:9]=[CH:8][C:3]=2[C:4]([O:6][CH3:7])=[O:5])[CH2:23][CH2:22]1)=[O:15])([CH3:20])([CH3:18])[CH3:19]. The yield is 0.930. (6) The reactants are [Cl:1][C:2]1[C:10]2[CH:9]=[C:8]([O:11][CH2:12][C:13]3[CH:18]=[CH:17][C:16]([O:19][CH:20]([CH3:22])[CH3:21])=[C:15]([C:23]([F:26])([F:25])[F:24])[CH:14]=3)[CH:7]=[CH:6][C:5]=2[N:4]2[CH2:27][CH2:28][C@H:29]([CH2:30][C:31]([OH:33])=[O:32])[C:3]=12.[NH2:34][C@H:35]([C:41]([OH:43])=[O:42])[CH2:36][CH2:37][CH2:38][CH2:39][NH2:40]. The catalyst is C(#N)C. The product is [NH2:34][C@H:35]([C:41]([OH:43])=[O:42])[CH2:36][CH2:37][CH2:38][CH2:39][NH2:40].[Cl:1][C:2]1[C:10]2[CH:9]=[C:8]([O:11][CH2:12][C:13]3[CH:18]=[CH:17][C:16]([O:19][CH:20]([CH3:22])[CH3:21])=[C:15]([C:23]([F:24])([F:25])[F:26])[CH:14]=3)[CH:7]=[CH:6][C:5]=2[N:4]2[CH2:27][CH2:28][C@H:29]([CH2:30][C:31]([OH:33])=[O:32])[C:3]=12. The yield is 0.910. (7) The yield is 0.550. The product is [CH:13]1([C:10]2[CH:11]=[CH:12][C:7]([N:6]3[C:4](=[O:5])[C:3]4[C:2](=[CH:22][CH:21]=[CH:20][CH:19]=4)[N:1]=[C:51]3[C:50]3[CH:53]=[C:54]([CH3:55])[C:47]([O:46][CH2:45][CH2:44][OH:43])=[C:48]([CH3:56])[CH:49]=3)=[CH:8][CH:9]=2)[CH2:18][CH2:17][CH2:16][CH2:15][CH2:14]1. The catalyst is C(O)C. The reactants are [NH2:1][C:2]1[CH:22]=[CH:21][CH:20]=[CH:19][C:3]=1[C:4]([NH:6][C:7]1[CH:12]=[CH:11][C:10]([CH:13]2[CH2:18][CH2:17][CH2:16][CH2:15][CH2:14]2)=[CH:9][CH:8]=1)=[O:5].C1(C2C=CC(N)=CC=2)CCCCC1.[Si]([O:43][CH2:44][CH2:45][O:46][C:47]1[C:54]([CH3:55])=[CH:53][C:50]([CH:51]=O)=[CH:49][C:48]=1[CH3:56])(C(C)(C)C)(C)C. (8) The reactants are [C:1](Cl)(=[O:4])[CH2:2][CH3:3].[NH2:6][CH:7]([C:9]1[CH:10]=[C:11]([NH:16][C:17]([C:19]2[N:23]([CH3:24])[N:22]=[C:21]([C:25]([F:31])([F:30])[C:26]([F:29])([F:28])[F:27])[C:20]=2[C:32]([F:35])([F:34])[F:33])=[O:18])[CH:12]=[CH:13][C:14]=1[Cl:15])[CH3:8].N1C=CC=CC=1. The catalyst is C1COCC1. The product is [Cl:15][C:14]1[CH:13]=[CH:12][C:11]([NH:16][C:17]([C:19]2[N:23]([CH3:24])[N:22]=[C:21]([C:25]([F:30])([F:31])[C:26]([F:27])([F:28])[F:29])[C:20]=2[C:32]([F:35])([F:34])[F:33])=[O:18])=[CH:10][C:9]=1[CH:7]([NH:6][C:1](=[O:4])[CH2:2][CH3:3])[CH3:8]. The yield is 0.890. (9) The reactants are [C:1]([O:5][C:6]([N:8]([CH2:26][C:27]([O:29][C:30]([CH3:33])([CH3:32])[CH3:31])=[O:28])[C:9]1[CH:14]=[CH:13][CH:12]=[C:11]([CH2:15][NH:16][S:17]([C:20]2[CH:25]=[CH:24][CH:23]=[CH:22][N:21]=2)(=[O:19])=[O:18])[N:10]=1)=[O:7])([CH3:4])([CH3:3])[CH3:2].[CH2:34]([C:38]1([C:42]2[CH:49]=[CH:48][C:45]([CH2:46]O)=[CH:44][CH:43]=2)[CH2:41][CH2:40][CH2:39]1)[CH2:35][CH2:36][CH3:37].C(P(CCCC)CCCC)CCC.CN(C)C(N=NC(N(C)C)=O)=O. The catalyst is O.O1CCCC1. The product is [C:1]([O:5][C:6]([N:8]([CH2:26][C:27]([O:29][C:30]([CH3:33])([CH3:32])[CH3:31])=[O:28])[C:9]1[CH:14]=[CH:13][CH:12]=[C:11]([CH:15]([CH2:46][C:45]2[CH:48]=[CH:49][C:42]([C:38]3([CH2:34][CH2:35][CH2:36][CH3:37])[CH2:39][CH2:40][CH2:41]3)=[CH:43][CH:44]=2)[NH:16][S:17]([C:20]2[CH:25]=[CH:24][CH:23]=[CH:22][N:21]=2)(=[O:19])=[O:18])[N:10]=1)=[O:7])([CH3:4])([CH3:3])[CH3:2]. The yield is 0.620.